Dataset: Forward reaction prediction with 1.9M reactions from USPTO patents (1976-2016). Task: Predict the product of the given reaction. (1) Given the reactants Br[C:2]1[CH:11]=[C:10]([C:12]([F:15])([F:14])[F:13])[CH:9]=[C:8]2[C:3]=1[N:4]=[C:5]([N:19]1[CH2:24][CH2:23][N:22]([C:25]([O:27][C:28]([CH3:31])([CH3:30])[CH3:29])=[O:26])[CH2:21][CH2:20]1)[C:6]1[N:7]2[CH:16]=[N:17][N:18]=1.[CH3:32]B1OB(C)OB(C)O1.C([O-])([O-])=O.[K+].[K+], predict the reaction product. The product is: [CH3:32][C:2]1[CH:11]=[C:10]([C:12]([F:13])([F:14])[F:15])[CH:9]=[C:8]2[C:3]=1[N:4]=[C:5]([N:19]1[CH2:24][CH2:23][N:22]([C:25]([O:27][C:28]([CH3:29])([CH3:31])[CH3:30])=[O:26])[CH2:21][CH2:20]1)[C:6]1[N:7]2[CH:16]=[N:17][N:18]=1. (2) Given the reactants [NH2:1][C@H:2]([CH3:19])[CH2:3][N:4]1[CH:8]=[CH:7][C:6]([C:9]2[CH:16]=[C:15]([F:17])[C:12]([C:13]#[N:14])=[C:11]([F:18])[CH:10]=2)=[N:5]1.[C:20]([C:23]1[CH:27]=[C:26]([C:28](O)=[O:29])[NH:25][N:24]=1)(=[O:22])[CH3:21], predict the reaction product. The product is: [C:20]([C:23]1[CH:27]=[C:26]([C:28]([NH:1][C@H:2]([CH3:19])[CH2:3][N:4]2[CH:8]=[CH:7][C:6]([C:9]3[CH:10]=[C:11]([F:18])[C:12]([C:13]#[N:14])=[C:15]([F:17])[CH:16]=3)=[N:5]2)=[O:29])[NH:25][N:24]=1)(=[O:22])[CH3:21].